This data is from Experimentally validated miRNA-target interactions with 360,000+ pairs, plus equal number of negative samples. The task is: Binary Classification. Given a miRNA mature sequence and a target amino acid sequence, predict their likelihood of interaction. The miRNA is hsa-miR-15a-5p with sequence UAGCAGCACAUAAUGGUUUGUG. The protein sequence of the target gene is MTGSNSHITILTLKVLPHFESLGKQEKIPNKMSAFRNHCPHLDSVGEITKEDLIQKSLGTCQDCKVQGPNLWACLENRCSYVGCGESQVDHSTIHSQETKHYLTVNLTTLRVWCYACSKEVFLDRKLGTQPSLPHVRQPHQIQENSVQDFKIPSNTTLKTPLVAVFDDLDIEADEEDELRARGLTGLKNIGNTCYMNAALQALSNCPPLTQFFLDCGGLARTDKKPAICKSYLKLMTELWHKSRPGSVVPTTLFQGIKTVNPTFRGYSQQDAQEFLRCLMDLLHEELKEQVMEVEEDPQT.... Result: 0 (no interaction).